From a dataset of Reaction yield outcomes from USPTO patents with 853,638 reactions. Predict the reaction yield, written as a fraction of the theoretical maximum amount of product (1.0 means a 100% yield; for example, 0.34 means a 34% yield). (1) The product is [NH2:14][C:16]1[CH:17]=[C:18]([C:22]([C:24]2[C:32]3[CH:31]=[N:30][CH:29]=[N:28][C:27]=3[N:26]([C@@H:33]([CH3:42])[CH2:34][O:35][CH:36]3[CH2:41][CH2:40][CH2:39][CH2:38][O:37]3)[CH:25]=2)=[O:23])[CH:19]=[N:20][CH:21]=1. The reactants are C(=[NH:14])(C1C=CC=CC=1)C1C=CC=CC=1.Br[C:16]1[CH:17]=[C:18]([C:22]([C:24]2[C:32]3[CH:31]=[N:30][CH:29]=[N:28][C:27]=3[N:26]([C@@H:33]([CH3:42])[CH2:34][O:35][CH:36]3[CH2:41][CH2:40][CH2:39][CH2:38][O:37]3)[CH:25]=2)=[O:23])[CH:19]=[N:20][CH:21]=1.C(P(C(C)(C)C)C1C=CC=CC=1C1C(C(C)C)=CC(C(C)C)=CC=1C(C)C)(C)(C)C.[O-]P([O-])([O-])=O.[K+].[K+].[K+]. The catalyst is COCCOC.C(Cl)Cl.C1C=CC(/C=C/C(/C=C/C2C=CC=CC=2)=O)=CC=1.C1C=CC(/C=C/C(/C=C/C2C=CC=CC=2)=O)=CC=1.C1C=CC(/C=C/C(/C=C/C2C=CC=CC=2)=O)=CC=1.[Pd].[Pd]. The yield is 0.700. (2) The reactants are COC1C=CC(C[N:8](CC2C=CC(OC)=CC=2)[C:9]2[CH:14]=[C:13]([C:15]3[C:16]([NH:32][C:33]4[CH:34]=[N:35][C:36]([O:39][CH3:40])=[CH:37][CH:38]=4)=[N:17][CH:18]=[C:19]([CH2:21][N:22]4[CH2:27][CH2:26][N:25]([S:28]([CH3:31])(=[O:30])=[O:29])[CH2:24][CH2:23]4)[CH:20]=3)[N:12]=[C:11]([CH3:41])[N:10]=2)=CC=1.FC(F)(F)S(O)(=O)=O. The catalyst is C(O)(C(F)(F)F)=O. The product is [CH3:40][O:39][C:36]1[N:35]=[CH:34][C:33]([NH:32][C:16]2[C:15]([C:13]3[N:12]=[C:11]([CH3:41])[N:10]=[C:9]([NH2:8])[CH:14]=3)=[CH:20][C:19]([CH2:21][N:22]3[CH2:27][CH2:26][N:25]([S:28]([CH3:31])(=[O:30])=[O:29])[CH2:24][CH2:23]3)=[CH:18][N:17]=2)=[CH:38][CH:37]=1. The yield is 0.604.